This data is from Catalyst prediction with 721,799 reactions and 888 catalyst types from USPTO. The task is: Predict which catalyst facilitates the given reaction. (1) Reactant: [Cl:1][C:2]1[CH:7]=[CH:6][C:5]([N:8]2[CH2:12][CH2:11][NH:10][C:9]2=[O:13])=[CH:4][CH:3]=1.[H-].[Na+].Br[CH2:17][CH2:18][CH2:19][CH2:20][CH2:21][O:22][CH2:23][CH2:24][CH2:25][O:26][C:27]1[CH:32]=[CH:31][C:30]([O:33][CH3:34])=[CH:29][CH:28]=1. Product: [Cl:1][C:2]1[CH:3]=[CH:4][C:5]([N:8]2[CH2:12][CH2:11][N:10]([CH2:17][CH2:18][CH2:19][CH2:20][CH2:21][O:22][CH2:23][CH2:24][CH2:25][O:26][C:27]3[CH:32]=[CH:31][C:30]([O:33][CH3:34])=[CH:29][CH:28]=3)[C:9]2=[O:13])=[CH:6][CH:7]=1. The catalyst class is: 9. (2) Reactant: [C:1]([O:5][C:6](=[O:15])[NH:7][CH2:8][CH2:9][CH2:10][CH2:11][CH2:12][CH2:13][OH:14])([CH3:4])([CH3:3])[CH3:2].C(N(C(C)C)C(C)C)C.[CH3:25][S:26](Cl)(=[O:28])=[O:27].CC(=O)OCC. Product: [C:1]([O:5][C:6]([NH:7][CH2:8][CH2:9][CH2:10][CH2:11][CH2:12][CH2:13][O:14][S:26]([CH3:25])(=[O:28])=[O:27])=[O:15])([CH3:4])([CH3:2])[CH3:3]. The catalyst class is: 1. (3) Reactant: [C:1]([O:5][C:6]([NH:8][C:9]1[S:10][CH:11]=[C:12](/[C:14](=[N:42]/[O:43][C@@H:44]([CH2:57][C:58]([O:60][C:61]([CH3:64])([CH3:63])[CH3:62])=[O:59])[C:45]([O:47][CH2:48][C:49]2[CH:54]=[CH:53][C:52]([O:55][CH3:56])=[CH:51][CH:50]=2)=[O:46])/[C:15]([NH:17][C@@H:18]2[C:25](=[O:26])[N:24]3[C@@H:19]2[S@:20](=[O:41])[CH2:21][C:22]([CH2:39]Cl)=[C:23]3[C:27]([O:29][CH2:30][C:31]2[CH:36]=[CH:35][C:34]([O:37][CH3:38])=[CH:33][CH:32]=2)=[O:28])=[O:16])[N:13]=1)=[O:7])([CH3:4])([CH3:3])[CH3:2].[I-:65].[Na+]. Product: [C:1]([O:5][C:6]([NH:8][C:9]1[S:10][CH:11]=[C:12](/[C:14](=[N:42]/[O:43][C@@H:44]([CH2:57][C:58]([O:60][C:61]([CH3:64])([CH3:63])[CH3:62])=[O:59])[C:45]([O:47][CH2:48][C:49]2[CH:54]=[CH:53][C:52]([O:55][CH3:56])=[CH:51][CH:50]=2)=[O:46])/[C:15]([NH:17][C@@H:18]2[C:25](=[O:26])[N:24]3[C@@H:19]2[S@:20](=[O:41])[CH2:21][C:22]([CH2:39][I:65])=[C:23]3[C:27]([O:29][CH2:30][C:31]2[CH:36]=[CH:35][C:34]([O:37][CH3:38])=[CH:33][CH:32]=2)=[O:28])=[O:16])[N:13]=1)=[O:7])([CH3:4])([CH3:3])[CH3:2]. The catalyst class is: 21. (4) Reactant: [CH:1]([N:4]1[C:28](=[O:29])[C:27]2[N:12]3[CH2:13][CH2:14][C:15]4[CH:16]=[C:17]([O:25][CH3:26])[C:18]([O:21][CH:22]([CH3:24])[CH3:23])=[CH:19][C:20]=4[C:11]3=[C:10]([C:30]3[S:31][CH:32]=[CH:33][CH:34]=3)[C:9]=2[CH2:8][N:7](C(OC(C)(C)C)=O)[CH2:6][CH2:5]1)([CH3:3])[CH3:2].Cl.CCCCCCC.C(OCC)(=O)C.C(OCC)(=O)C. Product: [CH:1]([N:4]1[C:28](=[O:29])[C:27]2[N:12]3[CH2:13][CH2:14][C:15]4[CH:16]=[C:17]([O:25][CH3:26])[C:18]([O:21][CH:22]([CH3:23])[CH3:24])=[CH:19][C:20]=4[C:11]3=[C:10]([C:30]3[S:31][CH:32]=[CH:33][CH:34]=3)[C:9]=2[CH2:8][NH:7][CH2:6][CH2:5]1)([CH3:2])[CH3:3]. The catalyst class is: 472. (5) Reactant: Br[C:2]1[CH:3]=[N:4][CH:5]=[CH:6][C:7]=1[NH2:8].[CH:9]([N:12]([CH:21]([CH3:23])[CH3:22])[C:13](=[O:20])[C:14]1[CH:19]=[CH:18][CH:17]=[CH:16][CH:15]=1)([CH3:11])[CH3:10].B(O)O.C(=O)([O-])[O-].[K+].[K+].CCO. Product: [NH2:8][C:7]1[CH:6]=[CH:5][N:4]=[CH:3][C:2]=1[C:19]1[CH:18]=[CH:17][CH:16]=[CH:15][C:14]=1[C:13]([N:12]([CH:9]([CH3:10])[CH3:11])[CH:21]([CH3:22])[CH3:23])=[O:20]. The catalyst class is: 93. (6) Reactant: C([CH2:8][NH:9][CH2:10][CH2:11][N:12]1[CH2:17][CH2:16][CH:15]([O:18][C:19](=[O:33])[NH:20][C:21]2[CH:26]=[CH:25][CH:24]=[CH:23][C:22]=2[C:27]2[CH:32]=[CH:31][CH:30]=[CH:29][CH:28]=2)[CH2:14][CH2:13]1)C1C=CC=CC=1.CCO.C(OC(C)C)(=O)C. Product: [CH3:8][NH:9][CH2:10][CH2:11][N:12]1[CH2:17][CH2:16][CH:15]([O:18][C:19](=[O:33])[NH:20][C:21]2[CH:26]=[CH:25][CH:24]=[CH:23][C:22]=2[C:27]2[CH:32]=[CH:31][CH:30]=[CH:29][CH:28]=2)[CH2:14][CH2:13]1. The catalyst class is: 2.